This data is from Forward reaction prediction with 1.9M reactions from USPTO patents (1976-2016). The task is: Predict the product of the given reaction. (1) The product is: [CH2:6]([C:10]([CH3:17])([CH:11]([OH:13])[CH3:12])[CH:14]([OH:16])[CH3:15])[CH2:7][CH2:8][CH3:9]. Given the reactants [BH4-].[Na+].[OH-].[Na+].O.[CH2:6]([C:10]([CH3:17])([C:14](=[O:16])[CH3:15])[C:11](=[O:13])[CH3:12])[CH2:7][CH2:8][CH3:9], predict the reaction product. (2) Given the reactants [F:1][C:2]1[C:3]([NH:23][C:24]2[CH:29]=[CH:28][C:27]([I:30])=[CH:26][C:25]=2[F:31])=[C:4]([CH:9]([OH:22])[CH2:10][O:11][Si:12]([CH:19]([CH3:21])[CH3:20])([CH:16]([CH3:18])[CH3:17])[CH:13]([CH3:15])[CH3:14])[CH:5]=[CH:6][C:7]=1[F:8].[Cr](O[Cr]([O-])(=O)=O)([O-])(=O)=O.[NH+]1C=CC=CC=1.[NH+]1C=CC=CC=1.CCCCCC.ClCCl, predict the reaction product. The product is: [F:1][C:2]1[C:3]([NH:23][C:24]2[CH:29]=[CH:28][C:27]([I:30])=[CH:26][C:25]=2[F:31])=[C:4]([C:9](=[O:22])[CH2:10][O:11][Si:12]([CH:19]([CH3:21])[CH3:20])([CH:13]([CH3:14])[CH3:15])[CH:16]([CH3:17])[CH3:18])[CH:5]=[CH:6][C:7]=1[F:8].